Task: Binary Classification. Given a drug SMILES string, predict its activity (active/inactive) in a high-throughput screening assay against a specified biological target.. Dataset: Choline transporter screen with 302,306 compounds (1) The compound is Clc1ccc(CC(=O)N\N=C\c2c(cccc2)C)cc1. The result is 0 (inactive). (2) The drug is S=C1N(CC(=O)N1c1c(OCC)cccc1)Cc1cc(OC)c(OC)cc1. The result is 0 (inactive). (3) The compound is S(c1n(nnn1)C1CCCC1)CC(=O)NCCc1ccccc1. The result is 0 (inactive). (4) The molecule is Clc1cc(NC(/S)=C2/S(=O)(=O)N(c3c(C2=O)cccc3)C)ccc1F. The result is 1 (active). (5) The molecule is O=C1N(CC(CC1)C(=O)NCCc1ncccc1)CCc1ccc(OC)cc1. The result is 0 (inactive). (6) The molecule is Fc1c(CNC(=O)CCC2CCCN(C2)C(=O)C=2OC(CC(=O)C2)(C)C)cccc1. The result is 0 (inactive).